Dataset: Full USPTO retrosynthesis dataset with 1.9M reactions from patents (1976-2016). Task: Predict the reactants needed to synthesize the given product. (1) Given the product [C:64]([N:58]1[CH2:63][CH2:62][N:61]([C:22]([C:21]2[CH:25]=[CH:26][C:18]([C:15]3[CH:16]=[CH:17][N:12]4[N:11]=[CH:10][C:9]([C:6]5[CH:5]=[CH:4][C:3]([C:1]#[N:2])=[CH:8][CH:7]=5)=[C:13]4[N:14]=3)=[CH:19][CH:20]=2)=[O:24])[CH2:60][CH2:59]1)(=[O:66])[CH3:65], predict the reactants needed to synthesize it. The reactants are: [C:1]([C:3]1[CH:8]=[CH:7][C:6]([C:9]2[CH:10]=[N:11][N:12]3[CH:17]=[CH:16][C:15]([C:18]4[CH:26]=[CH:25][C:21]([C:22]([OH:24])=O)=[CH:20][CH:19]=4)=[N:14][C:13]=23)=[CH:5][CH:4]=1)#[N:2].CN1CCOCC1.CN(C(ON1N=NC2C=CC=NC1=2)=[N+](C)C)C.F[P-](F)(F)(F)(F)F.[N:58]1([C:64](=[O:66])[CH3:65])[CH2:63][CH2:62][NH:61][CH2:60][CH2:59]1. (2) Given the product [ClH:21].[Cl:21][C:22]1[CH:30]=[CH:29][C:25]([C:26]([NH:20][C@H:13]([C:14]2[CH:15]=[CH:16][CH:17]=[CH:18][CH:19]=2)[CH2:12][O:11][CH2:10][CH:7]2[CH2:6][CH2:5][N:4]([CH:1]([CH3:3])[CH3:2])[CH2:9][CH2:8]2)=[O:27])=[CH:24][CH:23]=1, predict the reactants needed to synthesize it. The reactants are: [CH:1]([N:4]1[CH2:9][CH2:8][CH:7]([CH2:10][O:11][CH2:12][C@H:13]([NH2:20])[C:14]2[CH:19]=[CH:18][CH:17]=[CH:16][CH:15]=2)[CH2:6][CH2:5]1)([CH3:3])[CH3:2].[Cl:21][C:22]1[CH:30]=[CH:29][C:25]([C:26](Cl)=[O:27])=[CH:24][CH:23]=1.